This data is from Forward reaction prediction with 1.9M reactions from USPTO patents (1976-2016). The task is: Predict the product of the given reaction. (1) The product is: [Cl:12][C:8]1[C:9]([F:11])=[CH:10][C:5]([C:4]([OH:17])=[O:3])=[C:6]([NH:13][CH:14]2[CH2:15][CH2:16]2)[CH:7]=1. Given the reactants C([O:3][C:4](=[O:17])[C:5]1[CH:10]=[C:9]([F:11])[C:8]([Cl:12])=[CH:7][C:6]=1[NH:13][CH:14]1[CH2:16][CH2:15]1)C.[Li+].[OH-].CO, predict the reaction product. (2) Given the reactants [NH2:1][C:2]1[N:7]=[CH:6][C:5]([C:8]2[CH:9]=[N:10][C:11]([N:16]3[CH2:21][CH2:20][N:19](C(OC(C)(C)C)=O)[CH2:18][C@@H:17]3[CH3:29])=[CH:12][C:13]=2[O:14][CH3:15])=[CH:4][C:3]=1[O:30][C@@H:31]([C:33]1[C:38]([Cl:39])=[CH:37][CH:36]=[C:35]([F:40])[C:34]=1[Cl:41])[CH3:32].[OH-].[Na+], predict the reaction product. The product is: [Cl:41][C:34]1[C:35]([F:40])=[CH:36][CH:37]=[C:38]([Cl:39])[C:33]=1[C@H:31]([O:30][C:3]1[CH:4]=[C:5]([C:8]2[CH:9]=[N:10][C:11]([N:16]3[CH2:21][CH2:20][NH:19][CH2:18][C@@H:17]3[CH3:29])=[CH:12][C:13]=2[O:14][CH3:15])[CH:6]=[N:7][C:2]=1[NH2:1])[CH3:32]. (3) Given the reactants ClC(Cl)(O[C:5](=[O:11])OC(Cl)(Cl)Cl)Cl.[CH2:13]([N:20]1[CH:24]=[C:23]([C@@H:25]2[NH:30][CH2:29][CH2:28][N:27]3[C:31](=[O:34])[CH2:32][CH2:33][C@@H:26]23)[C:22]([CH3:35])=[N:21]1)[C:14]1[CH:19]=[CH:18][CH:17]=[CH:16][CH:15]=1.[F:36][C:37]([F:53])([F:52])[C:38]1[CH:39]=[C:40]([C@H:48]([NH:50][CH3:51])[CH3:49])[CH:41]=[C:42]([C:44]([F:47])([F:46])[F:45])[CH:43]=1, predict the reaction product. The product is: [CH2:13]([N:20]1[CH:24]=[C:23]([C@@H:25]2[N:30]([C:5]([N:50]([C@@H:48]([C:40]3[CH:41]=[C:42]([C:44]([F:45])([F:46])[F:47])[CH:43]=[C:38]([C:37]([F:36])([F:52])[F:53])[CH:39]=3)[CH3:49])[CH3:51])=[O:11])[CH2:29][CH2:28][N:27]3[C:31](=[O:34])[CH2:32][CH2:33][C@@H:26]23)[C:22]([CH3:35])=[N:21]1)[C:14]1[CH:19]=[CH:18][CH:17]=[CH:16][CH:15]=1. (4) Given the reactants [F:1][C:2]([F:7])([F:6])[C:3]([F:5])=[O:4].[F-:8].[K+].[CH2:10]=[C:11]([C:16](OS(F)(=O)=O)([F:18])[F:17])[C:12]([F:15])([F:14])[F:13], predict the reaction product. The product is: [F:17][C:16]([F:18])([O:4][C:3]([F:8])([F:5])[C:2]([F:7])([F:6])[F:1])[C:11]([C:12]([F:15])([F:14])[F:13])=[CH2:10]. (5) Given the reactants [C:1]1(=O)[C:9]2[C:4](=[CH:5][CH:6]=[CH:7][CH:8]=2)[CH2:3][CH2:2]1.Cl.[C:12]([O-])(=O)[CH3:13].[Na+].[C:17]([BH3-])#[N:18].[Na+], predict the reaction product. The product is: [CH2:17]([NH:18][CH:1]1[C:9]2[C:4](=[CH:5][CH:6]=[CH:7][CH:8]=2)[CH2:3][CH2:2]1)[C:12]#[CH:13]. (6) Given the reactants [CH3:1][C:2]1([CH3:33])[CH:7]2[CH2:8][CH:3]1[CH2:4][CH2:5][CH:6]2[CH2:9][CH2:10][N:11]1[CH2:32][CH2:31][C:14]2([N:18]([C:19]3[CH:24]=[CH:23][CH:22]=[CH:21][CH:20]=3)[CH2:17][N:16]([CH2:25][CH2:26][CH2:27][NH:28][CH3:29])[C:15]2=[O:30])[CH2:13][CH2:12]1.[C:34]([O:38][C:39]([N:41]1[CH2:48][CH2:47][C:44]2([O:46][CH2:45]2)[CH2:43][CH2:42]1)=[O:40])([CH3:37])([CH3:36])[CH3:35], predict the reaction product. The product is: [C:34]([O:38][C:39]([N:41]1[CH2:48][CH2:47][C:44]([CH2:45][N:28]([CH2:27][CH2:26][CH2:25][N:16]2[C:15](=[O:30])[C:14]3([CH2:13][CH2:12][N:11]([CH2:10][CH2:9][CH:6]4[CH2:5][CH2:4][CH:3]5[CH2:8][CH:7]4[C:2]5([CH3:1])[CH3:33])[CH2:32][CH2:31]3)[N:18]([C:19]3[CH:20]=[CH:21][CH:22]=[CH:23][CH:24]=3)[CH2:17]2)[CH3:29])([OH:46])[CH2:43][CH2:42]1)=[O:40])([CH3:37])([CH3:36])[CH3:35].